Dataset: Full USPTO retrosynthesis dataset with 1.9M reactions from patents (1976-2016). Task: Predict the reactants needed to synthesize the given product. (1) Given the product [CH3:1][C:2]1[C:6]([C:7]2[C:15]3[O:16][CH2:17][CH:18]([C:19]4[CH:24]=[CH:23][CH:22]=[CH:21][CH:20]=4)[N:13]4[C:14]=3[C:10]([C:11]([O:25][CH3:29])=[N:12]4)=[CH:9][CH:8]=2)=[C:5]([CH3:26])[O:4][N:3]=1, predict the reactants needed to synthesize it. The reactants are: [CH3:1][C:2]1[C:6]([C:7]2[C:15]3[O:16][CH2:17][CH:18]([C:19]4[CH:24]=[CH:23][CH:22]=[CH:21][CH:20]=4)[N:13]4[C:14]=3[C:10]([C:11](=[O:25])[NH:12]4)=[CH:9][CH:8]=2)=[C:5]([CH3:26])[O:4][N:3]=1.[H-].[Na+].[CH3:29]I. (2) Given the product [C:23]([C:20]1[CH:21]=[CH:22][C:17]([O:16][CH2:2][C:3]([NH:5][C:6]2[CH:15]=[CH:14][CH:13]=[CH:12][C:7]=2[C:8]([NH:10][CH3:11])=[O:9])=[O:4])=[CH:18][CH:19]=1)(=[O:25])[CH3:24], predict the reactants needed to synthesize it. The reactants are: Cl[CH2:2][C:3]([NH:5][C:6]1[CH:15]=[CH:14][CH:13]=[CH:12][C:7]=1[C:8]([NH:10][CH3:11])=[O:9])=[O:4].[OH:16][C:17]1[CH:22]=[CH:21][C:20]([C:23](=[O:25])[CH3:24])=[CH:19][CH:18]=1.C(=O)([O-])[O-].[K+].[K+]. (3) Given the product [O:20]=[C:16]1[CH2:17][CH2:18][CH2:19][N:15]1[C:6]1[CH:5]=[C:4]([CH:9]=[C:8]([N:10]2[CH2:11][CH2:12][CH2:13][CH2:14]2)[CH:7]=1)[C:3]([OH:21])=[O:2], predict the reactants needed to synthesize it. The reactants are: C[O:2][C:3](=[O:21])[C:4]1[CH:9]=[C:8]([N:10]2[CH2:14][CH2:13][CH2:12][CH2:11]2)[CH:7]=[C:6]([N:15]2[CH2:19][CH2:18][CH2:17][C:16]2=[O:20])[CH:5]=1.[OH-].[Na+]. (4) Given the product [ClH:55].[CH3:1][O:2][C:3]1[CH:4]=[C:5]([C@H:9]([CH2:16][CH3:17])[C@@H:10]([CH3:15])[CH2:11][N:12]([CH3:14])[CH3:13])[CH:6]=[CH:7][CH:8]=1, predict the reactants needed to synthesize it. The reactants are: [CH3:1][O:2][C:3]1[CH:4]=[C:5]([C@H:9]([CH2:16][CH3:17])[C@@H:10]([CH3:15])[CH2:11][N:12]([CH3:14])[CH3:13])[CH:6]=[CH:7][CH:8]=1.COC1C=C([C@@H](CC)[C@@H](C)CN(C)C)C=CC=1.B(O)(O)[C@H]1N(C([C@@H](N)C(C)C)=O)CCC1.CS(O)(=O)=O.[ClH:55]. (5) Given the product [F:22][C:16]1[CH:15]=[CH:14][C:13]([C:5]2[CH:6]=[CH:7][CH:8]=[C:3]([O:2][CH3:1])[CH:4]=2)=[CH:18][C:17]=1[N+:19]([O-:21])=[O:20], predict the reactants needed to synthesize it. The reactants are: [CH3:1][O:2][C:3]1[CH:4]=[C:5](B(O)O)[CH:6]=[CH:7][CH:8]=1.Br[C:13]1[CH:14]=[CH:15][C:16]([F:22])=[C:17]([N+:19]([O-:21])=[O:20])[CH:18]=1.C(=O)([O-])[O-].[Na+].[Na+]. (6) Given the product [OH:4][CH2:5][CH2:6][C:7]1[C:16]([CH3:17])=[C:15]2[C:10]([CH2:11][CH2:12][C:13](=[O:18])[NH:14]2)=[CH:9][C:8]=1[CH2:19][CH2:20][NH:21][C:22](=[O:28])[O:23][C:24]([CH3:26])([CH3:25])[CH3:27], predict the reactants needed to synthesize it. The reactants are: COC[O:4][CH2:5][CH2:6][C:7]1[C:16]([CH3:17])=[C:15]2[C:10]([CH2:11][CH2:12][C:13](=[O:18])[NH:14]2)=[CH:9][C:8]=1[CH2:19][CH2:20][NH:21][C:22](=[O:28])[O:23][C:24]([CH3:27])([CH3:26])[CH3:25].Cl.[OH-].[Na+].C(OC(OC(C)(C)C)=O)(OC(C)(C)C)=O. (7) Given the product [C:1]([C@H:5]1[CH2:10][CH2:9][C@H:8]([O:11][C:12]2[CH:13]=[C:14]3[C:19](=[CH:20][CH:21]=2)[CH:18]=[C:17]([CH2:22][NH:23][CH2:24][CH2:25][C:26]([NH2:27])=[O:29])[CH:16]=[CH:15]3)[CH2:7][CH2:6]1)([CH3:4])([CH3:2])[CH3:3], predict the reactants needed to synthesize it. The reactants are: [C:1]([C@H:5]1[CH2:10][CH2:9][C@H:8]([O:11][C:12]2[CH:13]=[C:14]3[C:19](=[CH:20][CH:21]=2)[CH:18]=[C:17]([CH2:22][NH:23][CH2:24][CH2:25][C:26]#[N:27])[CH:16]=[CH:15]3)[CH2:7][CH2:6]1)([CH3:4])([CH3:3])[CH3:2].C([O-])([O-])=[O:29].[K+].[K+].OO. (8) Given the product [Cl:1][C:2]1[CH:3]=[CH:4][C:5]([C:8]2[O:9][C:10]3[CH:11]=[C:12]4[C:18](=[O:19])[N:17]([CH2:20][C:21]([CH3:26])([CH3:27])[CH2:22][C:23]([NH:48][CH2:47][CH2:59][CH2:60][N:30]([CH3:35])[CH3:41])=[O:24])[C:16](=[S:28])[N:13]4[C:14]=3[CH:15]=2)=[CH:6][CH:7]=1, predict the reactants needed to synthesize it. The reactants are: [Cl:1][C:2]1[CH:7]=[CH:6][C:5]([C:8]2[O:9][C:10]3[CH:11]=[C:12]4[C:18](=[O:19])[N:17]([CH2:20][C:21]([CH3:27])([CH3:26])[CH2:22][C:23](O)=[O:24])[C:16](=[S:28])[N:13]4[C:14]=3[CH:15]=2)=[CH:4][CH:3]=1.O[N:30]1[C:35](=O)C2C=CC=CC=2NN1.[CH3:41]CCCCC.[CH3:47][NH:48]N(CCC)NC.C(O[CH2:59][CH3:60])(=O)C. (9) Given the product [C:1]([OH:19])(=[O:16])[CH2:2][CH2:3][CH2:4][CH2:5][CH2:6][CH2:7][C:8]#[C:9][CH2:10][CH2:11][CH2:12][CH2:13][C:14]#[CH:15], predict the reactants needed to synthesize it. The reactants are: [CH2:1]([OH:16])[CH2:2][CH2:3][CH2:4][CH2:5][CH2:6][CH2:7][C:8]#[C:9][CH2:10][CH2:11][CH2:12][CH2:13][C:14]#[CH:15].CC(C)=[O:19].OS(O)(=O)=O.O=[Cr](=O)=O. (10) The reactants are: [Cl:1][C:2]1[CH:3]=[C:4]([C@@H:8]2[C@@H:13]([C:14]3[CH:19]=[CH:18][C:17]([Cl:20])=[CH:16][CH:15]=3)[N:12]([C@@H:21]([CH:24]3[CH2:26][CH2:25]3)[CH2:22]O)[C:11](=[O:27])[C@:10]([C:29]3([C:32]([O:34][CH3:35])=[O:33])[CH2:31][CH2:30]3)([CH3:28])[CH2:9]2)[CH:5]=[CH:6][CH:7]=1.[CH:36]1([S:39]([NH2:42])(=[O:41])=[O:40])[CH2:38][CH2:37]1. Given the product [Cl:1][C:2]1[CH:3]=[C:4]([C@@H:8]2[C@@H:13]([C:14]3[CH:19]=[CH:18][C:17]([Cl:20])=[CH:16][CH:15]=3)[N:12]([C@@H:21]([CH:24]3[CH2:26][CH2:25]3)[CH2:22][NH:42][S:39]([CH:36]3[CH2:38][CH2:37]3)(=[O:41])=[O:40])[C:11](=[O:27])[C@:10]([C:29]3([C:32]([O:34][CH3:35])=[O:33])[CH2:31][CH2:30]3)([CH3:28])[CH2:9]2)[CH:5]=[CH:6][CH:7]=1, predict the reactants needed to synthesize it.